From a dataset of Experimentally validated miRNA-target interactions with 360,000+ pairs, plus equal number of negative samples. Binary Classification. Given a miRNA mature sequence and a target amino acid sequence, predict their likelihood of interaction. (1) The miRNA is hsa-miR-4720-5p with sequence CCUGGCAUAUUUGGUAUAACUU. The protein sequence of the target gene is MVGTCHSMAASRSTRVTRSTVGLNGLDESFCGRTLRNRSIAHPEEISSHSQVRSRSPKKRAEPVPTQKGTNNGRTSDVRQQSARDSWVSPRKRRLSSSEKDDLERQALESCERRQAEPAPPVFKNIKRCLRAEATNSSEEDSPVKPDKEPGEHRRIVVDHDADFQGAKRACRCLILDDCEKREVKKVNVSEEGPLNAAVVEEITGYLTVNGVDDSDSAVINCDDCQPDGNTKQNNPGSCVLQEESVAGDGDSETQTSVFCGSRKEDSCIDHFVPCTKSDVQVKLEDHKLVTACLPVERRN.... Result: 0 (no interaction). (2) The miRNA is hsa-miR-4457 with sequence UCACAAGGUAUUGACUGGCGUA. The protein sequence of the target gene is MADSKAKPTKAANKTPPKSPGDPAKAAKRLSLESEGANEGAAAAPELSALEEAFRRFAVHGDTRATGKEMHGKNWSKLCKDCHVIDGKNVTVTDVDIVFSKIKGKSCRTITFEQFQEALEELAKKRFKDKSSEEAVREVHRLIEGRAPVISGVTKAVSSPTVSRLTDTSKFTGSHKERFDQSGKGKGKAGRVDLVDESGYVPGYKHAGTYDQKVQGGK. Result: 0 (no interaction).